From a dataset of Full USPTO retrosynthesis dataset with 1.9M reactions from patents (1976-2016). Predict the reactants needed to synthesize the given product. Given the product [CH3:1][O:2][C:3]([C:5]1[CH:6]=[C:7]([C:22]2[CH:27]=[CH:26][C:25]([CH3:28])=[CH:24][CH:23]=2)[CH:8]=[C:9]([N:11]2[C:19]3[C:14](=[CH:15][CH:16]=[CH:17][CH:18]=3)[CH2:13][C:12]2=[O:21])[CH:10]=1)=[O:4], predict the reactants needed to synthesize it. The reactants are: [CH3:1][O:2][C:3]([C:5]1[CH:6]=[C:7]([C:22]2[CH:27]=[CH:26][C:25]([CH3:28])=[CH:24][CH:23]=2)[CH:8]=[C:9]([NH:11][C:12](=[O:21])[CH2:13][C:14]2[CH:19]=[CH:18][CH:17]=[CH:16][C:15]=2Br)[CH:10]=1)=[O:4].CC1(C)C2C(=C(P(C3C=CC=CC=3)C3C=CC=CC=3)C=CC=2)OC2C(P(C3C=CC=CC=3)C3C=CC=CC=3)=CC=CC1=2.